From a dataset of Full USPTO retrosynthesis dataset with 1.9M reactions from patents (1976-2016). Predict the reactants needed to synthesize the given product. (1) Given the product [S:1]1[C:5]2[CH:6]=[C:7]([N:10]3[CH2:15][C:14]([CH3:18])([CH3:17])[NH:13][C:11]3=[O:12])[CH:8]=[CH:9][C:4]=2[N:3]=[CH:2]1, predict the reactants needed to synthesize it. The reactants are: [S:1]1[C:5]2[CH:6]=[C:7]([NH:10][C:11]([NH:13][C:14]([CH3:18])([CH3:17])[CH2:15]Cl)=[O:12])[CH:8]=[CH:9][C:4]=2[N:3]=[CH:2]1.[H-].[Na+].CO. (2) Given the product [C:17]([O:21][C:22]([N:24]1[CH2:29][CH2:28][CH:27]([CH2:30][C:31]([N:14]2[CH2:15][CH2:16][N:11]([C:8]3[CH:7]=[CH:6][C:5]([S:2]([CH3:1])(=[O:3])=[O:4])=[CH:10][CH:9]=3)[CH2:12][CH2:13]2)=[O:32])[CH2:26][CH2:25]1)=[O:23])([CH3:20])([CH3:19])[CH3:18], predict the reactants needed to synthesize it. The reactants are: [CH3:1][S:2]([C:5]1[CH:10]=[CH:9][C:8]([N:11]2[CH2:16][CH2:15][NH:14][CH2:13][CH2:12]2)=[CH:7][CH:6]=1)(=[O:4])=[O:3].[C:17]([O:21][C:22]([N:24]1[CH2:29][CH2:28][CH:27]([CH2:30][C:31](O)=[O:32])[CH2:26][CH2:25]1)=[O:23])([CH3:20])([CH3:19])[CH3:18].C1C=CC2N(O)N=NC=2C=1.O.CCN(C(C)C)C(C)C.CCN=C=NCCCN(C)C. (3) Given the product [NH2:57][S:54]([C:48]1[CH:49]=[CH:50][CH:51]=[CH:52][C:47]=1[NH:46][C:17]([C:3]1[C:4](=[O:16])[N:5]([O:12][CH2:13][CH2:14][CH3:15])[C:6]2[C:11]([C:2]=1[OH:1])=[CH:10][CH:9]=[CH:8][CH:7]=2)=[O:19])(=[O:55])=[O:56], predict the reactants needed to synthesize it. The reactants are: [OH:1][C:2]1[C:11]2[C:6](=[CH:7][CH:8]=[CH:9][CH:10]=2)[N:5]([O:12][CH2:13][CH2:14][CH3:15])[C:4](=[O:16])[C:3]=1[C:17]([O:19]CC)=O.C(N1C2C(=CC=CN=2)C(O)=C(C(OCC)=O)C1=O)C1C=CC=CC=1.[NH2:46][C:47]1[CH:52]=[CH:51][C:50](Br)=[CH:49][C:48]=1[S:54]([NH2:57])(=[O:56])=[O:55]. (4) Given the product [CH3:38][CH2:37][CH2:22][CH2:23][CH2:25][CH2:26][CH3:27].[CH3:22][CH:23]([OH:24])[CH3:25], predict the reactants needed to synthesize it. The reactants are: NCCOB(C1SC=CC=1)C1SC=CC=1.N1([C@@H:22]([C:37]2C=CC=C[CH:38]=2)[C:23](C2C=CC=CC=2)([C:25]2C=CC=[CH:27][CH:26]=2)[OH:24])CCCCC1.C([Zn]CC)C.CN1C(C=O)=CC=N1. (5) Given the product [CH3:34][O:33][C:28]1[CH:29]=[CH:30][CH:31]=[CH:32][C:27]=1[CH2:26][O:25][CH2:24][CH2:23][CH2:22][O:21][C:18]1[CH:19]=[CH:20][C:15]([CH:14]2[CH2:13][CH2:12][N:11]([C:35]([O:37][C:38]([CH3:41])([CH3:40])[CH3:39])=[O:36])[CH2:10][CH:9]2[O:8][CH2:7][C:6]2[CH:42]=[CH:43][CH:44]=[C:4]([C:2](=[O:3])[N:49]([CH2:48][CH2:47][O:46][CH3:45])[CH3:50])[CH:5]=2)=[CH:16][CH:17]=1, predict the reactants needed to synthesize it. The reactants are: Cl[C:2]([C:4]1[CH:5]=[C:6]([CH:42]=[CH:43][CH:44]=1)[CH2:7][O:8][CH:9]1[CH:14]([C:15]2[CH:20]=[CH:19][C:18]([O:21][CH2:22][CH2:23][CH2:24][O:25][CH2:26][C:27]3[CH:32]=[CH:31][CH:30]=[CH:29][C:28]=3[O:33][CH3:34])=[CH:17][CH:16]=2)[CH2:13][CH2:12][N:11]([C:35]([O:37][C:38]([CH3:41])([CH3:40])[CH3:39])=[O:36])[CH2:10]1)=[O:3].[CH3:45][O:46][CH2:47][CH2:48][NH:49][CH3:50]. (6) The reactants are: [Cl:1][C:2]1[N:3]=[C:4]([CH2:8][NH:9][C:10]2[CH:15]=[CH:14][CH:13]=[CH:12][C:11]=2/[CH:16]=[CH:17]/[C:18]([O:20]C)=O)[NH:5][C:6]=1[Cl:7].[NH2:22][OH:23].[OH-].[Na+].Cl. Given the product [Cl:1][C:2]1[N:3]=[C:4]([CH2:8][NH:9][C:10]2[CH:15]=[CH:14][CH:13]=[CH:12][C:11]=2/[CH:16]=[CH:17]/[C:18]([NH:22][OH:23])=[O:20])[NH:5][C:6]=1[Cl:7], predict the reactants needed to synthesize it. (7) Given the product [OH:1][C:2]1[C:3]([C:18]([NH:20][CH2:21][C:22]([OH:24])=[O:23])=[O:19])=[C:4]2[C:9](=[CH:10][C:11]=1[C:12]1[CH:17]=[N:16][CH:15]=[CH:14][N:13]=1)[N:8]=[CH:7][CH:6]=[N:5]2, predict the reactants needed to synthesize it. The reactants are: [OH:1][C:2]1[C:3]([C:18]([NH:20][CH2:21][C:22]([O:24]CC)=[O:23])=[O:19])=[C:4]2[C:9](=[CH:10][C:11]=1[C:12]1[CH:17]=[N:16][CH:15]=[CH:14][N:13]=1)[N:8]=[CH:7][CH:6]=[N:5]2.[OH-].[Na+].